From a dataset of Forward reaction prediction with 1.9M reactions from USPTO patents (1976-2016). Predict the product of the given reaction. (1) The product is: [F:26][C:24]([F:25])([F:27])[C:20]1[CH:19]=[C:18]([CH:23]=[CH:22][CH:21]=1)[CH2:17][C@H:9]1[CH2:8][C@H:7]([C:5]2[O:4][NH:3][C:2](=[O:1])[CH:6]=2)[CH2:12][CH2:11][NH:10]1. Given the reactants [O:1]=[C:2]1[CH:6]=[C:5]([C@@H:7]2[CH2:12][CH2:11][N:10](C(OC)=O)[C@@H:9]([CH2:17][C:18]3[CH:23]=[CH:22][CH:21]=[C:20]([C:24]([F:27])([F:26])[F:25])[CH:19]=3)[CH2:8]2)[O:4][NH:3]1, predict the reaction product. (2) The product is: [CH2:20]([O:27][C:28]1[CH:33]=[CH:32][C:31]([S:14][C:3]2[C:2]([CH3:1])=[CH:10][C:9]([N+:11]([O-:13])=[O:12])=[C:8]3[C:4]=2[CH2:5][CH2:6][CH2:7]3)=[CH:30][C:29]=1[CH:52]([CH3:54])[CH3:53])[C:21]1[CH:22]=[CH:23][CH:24]=[CH:25][CH:26]=1. Given the reactants [CH3:1][C:2]1[CH:10]=[C:9]([N+:11]([O-:13])=[O:12])[C:8]2[CH2:7][CH2:6][CH2:5][C:4]=2[C:3]=1[SH:14].F[B-](F)(F)F.[CH2:20]([O:27][C:28]1[CH:33]=[CH:32][C:31]([I+][C:31]2[CH:32]=[CH:33][C:28]([O:27][CH2:20][C:21]3[CH:22]=[CH:23][CH:24]=[CH:25][CH:26]=3)=[C:29]([CH:52]([CH3:54])[CH3:53])[CH:30]=2)=[CH:30][C:29]=1[CH:52]([CH3:54])[CH3:53])[C:21]1[CH:26]=[CH:25][CH:24]=[CH:23][CH:22]=1, predict the reaction product.